The task is: Predict the product of the given reaction.. This data is from Forward reaction prediction with 1.9M reactions from USPTO patents (1976-2016). (1) The product is: [C:4]([C:6]1([N:9]([CH2:52][CH3:53])[S:10]([C:13]2[CH:14]=[C:15]([CH:49]=[CH:50][CH:51]=2)[C:16]([NH:18][C:19]2[S:20][C:21]3[CH2:48][CH2:47][CH2:46][CH2:45][C:22]=3[C:23]=2[C:24]([NH:26][C:27]2[CH:32]=[CH:31][C:30]([CH2:33][CH2:34][C:35]3[CH:36]=[CH:37][C:38]([C:39]([OH:41])=[O:40])=[CH:43][CH:44]=3)=[CH:29][CH:28]=2)=[O:25])=[O:17])(=[O:12])=[O:11])[CH2:7][CH2:8]1)([OH:5])=[O:3]. Given the reactants C([O:3][C:4]([C:6]1([N:9]([CH2:52][CH3:53])[S:10]([C:13]2[CH:14]=[C:15]([CH:49]=[CH:50][CH:51]=2)[C:16]([NH:18][C:19]2[S:20][C:21]3[CH2:48][CH2:47][CH2:46][CH2:45][C:22]=3[C:23]=2[C:24]([NH:26][C:27]2[CH:32]=[CH:31][C:30]([CH2:33][CH2:34][C:35]3[CH:44]=[CH:43][C:38]([C:39]([O:41]C)=[O:40])=[CH:37][CH:36]=3)=[CH:29][CH:28]=2)=[O:25])=[O:17])(=[O:12])=[O:11])[CH2:8][CH2:7]1)=[O:5])C.[OH-].[Na+], predict the reaction product. (2) Given the reactants [C:1]1(P(C2C=CC=CC=2)C2C=CC=CC=2)C=CC=CC=1.C(Br)(Br)(Br)Br.[CH:25]([C:28]1[CH:35]=[C:34]([CH:36]([CH3:38])[CH3:37])[CH:33]=[C:32]([CH:39]([CH3:41])[CH3:40])[C:29]=1[CH:30]=O)([CH3:27])[CH3:26], predict the reaction product. The product is: [CH:25]([C:28]1[CH:35]=[C:34]([CH:36]([CH3:38])[CH3:37])[CH:33]=[C:32]([CH:39]([CH3:41])[CH3:40])[C:29]=1[C:30]#[CH:1])([CH3:27])[CH3:26]. (3) Given the reactants Cl.[NH2:2][CH2:3][C@@H:4]([C:9]1[CH:14]=[CH:13][C:12]([Cl:15])=[CH:11][CH:10]=1)[CH2:5][C:6]([OH:8])=[O:7].[OH-].[Na+], predict the reaction product. The product is: [NH2:2][CH2:3][C@@H:4]([C:9]1[CH:10]=[CH:11][C:12]([Cl:15])=[CH:13][CH:14]=1)[CH2:5][C:6]([OH:8])=[O:7]. (4) Given the reactants C(N(CC)CC)C.[C:8]([NH:15][CH2:16][C:17](=[O:23])[CH2:18][CH2:19][C:20]([OH:22])=[O:21])([O:10][C:11]([CH3:14])([CH3:13])[CH3:12])=[O:9].Br[CH2:25][C:26]([O:28][C:29]([CH3:32])([CH3:31])[CH3:30])=[O:27].Cl, predict the reaction product. The product is: [C:8]([NH:15][CH2:16][C:17](=[O:23])[CH2:18][CH2:19][C:20]([O:22][CH2:25][C:26]([O:28][C:29]([CH3:32])([CH3:31])[CH3:30])=[O:27])=[O:21])([O:10][C:11]([CH3:14])([CH3:13])[CH3:12])=[O:9]. (5) Given the reactants [CH2:1]([O:3][C:4]([N:6]1[CH2:11][CH2:10][N:9]([C:12]([CH:14]([NH:24]C(OCC2C=CC=CC=2)=O)[CH2:15][CH2:16][C:17]([O:19][C:20]([CH3:23])([CH3:22])[CH3:21])=[O:18])=[O:13])[CH2:8][CH2:7]1)=[O:5])[CH3:2], predict the reaction product. The product is: [CH2:1]([O:3][C:4]([N:6]1[CH2:7][CH2:8][N:9]([C:12]([CH:14]([NH2:24])[CH2:15][CH2:16][C:17]([O:19][C:20]([CH3:23])([CH3:22])[CH3:21])=[O:18])=[O:13])[CH2:10][CH2:11]1)=[O:5])[CH3:2]. (6) Given the reactants [CH3:1][N:2]1[CH2:7][CH2:6][CH2:5][CH2:4][C:3]1=O.[F:9][C:10]([F:20])([F:19])[C:11]1[CH:18]=[CH:17][C:14]([CH2:15][NH2:16])=[CH:13][CH:12]=1, predict the reaction product. The product is: [F:9][C:10]([F:19])([F:20])[C:11]1[CH:18]=[CH:17][C:14]([CH2:15][NH:16][CH:5]2[CH2:6][CH2:7][N:2]([CH3:1])[CH2:3][CH2:4]2)=[CH:13][CH:12]=1. (7) Given the reactants [CH3:1]C(C)([O-])C.[K+].C[PH3+].[Br:9][C:10]1[CH:23]=[CH:22][C:13]([C:14]([C:16]2[CH:21]=[CH:20][CH:19]=[CH:18][CH:17]=2)=O)=[CH:12][CH:11]=1, predict the reaction product. The product is: [Br:9][C:10]1[CH:23]=[CH:22][C:13]([C:14]([C:16]2[CH:21]=[CH:20][CH:19]=[CH:18][CH:17]=2)=[CH2:1])=[CH:12][CH:11]=1. (8) Given the reactants [NH2:1][C:2]1[N:11]=[CH:10][C:9]2[C:8](SC)=[N:7][CH:6]=[N:5][C:4]=2[CH:3]=1.[NH2:14][C:15]1[CH:22]=[CH:21][CH:20]=[CH:19][C:16]=1[CH2:17][NH2:18], predict the reaction product. The product is: [NH2:1][C:2]1[N:11]=[CH:10][C:9]2[C:8]([NH:18][CH2:17][C:16]3[CH:19]=[CH:20][CH:21]=[CH:22][C:15]=3[NH2:14])=[N:7][CH:6]=[N:5][C:4]=2[CH:3]=1.